This data is from Forward reaction prediction with 1.9M reactions from USPTO patents (1976-2016). The task is: Predict the product of the given reaction. (1) Given the reactants [C:1]([O:5][C:6]([N:8]([CH3:27])[CH2:9][CH2:10][CH:11]([C:19]1[CH:24]=[C:23]([Cl:25])[CH:22]=[CH:21][C:20]=1[CH3:26])[O:12][CH2:13][C:14](OCC)=[O:15])=[O:7])([CH3:4])([CH3:3])[CH3:2].[BH4-].[Na+], predict the reaction product. The product is: [Cl:25][C:23]1[CH:22]=[CH:21][C:20]([CH3:26])=[C:19]([CH:11]([O:12][CH2:13][CH2:14][OH:15])[CH2:10][CH2:9][N:8]([CH3:27])[C:6](=[O:7])[O:5][C:1]([CH3:3])([CH3:4])[CH3:2])[CH:24]=1. (2) Given the reactants COC1C=C(OC)C=CC=1C[N:6]([C:21]1[S:25][N:24]=[CH:23][N:22]=1)[S:7]([C:10]1[CH:19]=[C:18]2[C:13]([C:14](=O)[NH:15][CH:16]=[N:17]2)=[CH:12][CH:11]=1)(=[O:9])=[O:8].F[P-](F)(F)(F)(F)F.N1(O[P+](N(C)C)(N(C)C)N(C)C)C2C=CC=CC=2N=N1.C1CCN2C(=NCCC2)CC1.[NH:70]1[CH2:74][CH2:73][CH2:72][CH:71]1[C:75]1[CH:80]=[CH:79][N:78]=[CH:77][CH:76]=1.C(O)(C(F)(F)F)=O, predict the reaction product. The product is: [N:78]1[CH:79]=[CH:80][C:75]([CH:71]2[CH2:72][CH2:73][CH2:74][N:70]2[C:14]2[C:13]3[C:18](=[CH:19][C:10]([S:7]([NH:6][C:21]4[S:25][N:24]=[CH:23][N:22]=4)(=[O:9])=[O:8])=[CH:11][CH:12]=3)[N:17]=[CH:16][N:15]=2)=[CH:76][CH:77]=1.